From a dataset of Reaction yield outcomes from USPTO patents with 853,638 reactions. Predict the reaction yield, written as a fraction of the theoretical maximum amount of product (1.0 means a 100% yield; for example, 0.34 means a 34% yield). (1) The reactants are [Cl:1][C:2]1[CH:3]=[CH:4][C:5]2[N:6]([C:8]([C:11]([C:13]3[CH:14]=[C:15]4[C:19](=[CH:20][CH:21]=3)[N:18]([CH3:22])[N:17]=[CH:16]4)=[O:12])=[CH:9][N:10]=2)[N:7]=1.[CH3:23][Mg]I. The catalyst is C1COCC1. The product is [Cl:1][C:2]1[CH:3]=[CH:4][C:5]2[N:6]([C:8]([C:11]([C:13]3[CH:14]=[C:15]4[C:19](=[CH:20][CH:21]=3)[N:18]([CH3:22])[N:17]=[CH:16]4)([OH:12])[CH3:23])=[CH:9][N:10]=2)[N:7]=1. The yield is 0.950. (2) The yield is 0.620. The catalyst is O.Cl[Pd]Cl. The reactants are [C:1]([OH:5])(=[O:4])[CH:2]=[CH2:3].[NH2:6][C:7]1[CH:12]=[CH:11][C:10](Br)=[CH:9][N:8]=1.C([O-])([O-])=O.[Na+].[Na+]. The product is [NH2:6][C:7]1[N:8]=[CH:9][C:10](/[CH:3]=[CH:2]/[C:1]([OH:5])=[O:4])=[CH:11][CH:12]=1.